This data is from NCI-60 drug combinations with 297,098 pairs across 59 cell lines. The task is: Regression. Given two drug SMILES strings and cell line genomic features, predict the synergy score measuring deviation from expected non-interaction effect. (1) Drug 1: C1=CC(=CC=C1CC(C(=O)O)N)N(CCCl)CCCl.Cl. Drug 2: C1=NC2=C(N1)C(=S)N=CN2. Cell line: M14. Synergy scores: CSS=6.41, Synergy_ZIP=-12.2, Synergy_Bliss=-15.2, Synergy_Loewe=-28.6, Synergy_HSA=-16.6. (2) Drug 1: COC1=CC(=CC(=C1O)OC)C2C3C(COC3=O)C(C4=CC5=C(C=C24)OCO5)OC6C(C(C7C(O6)COC(O7)C8=CC=CS8)O)O. Drug 2: C1=CC(=CC=C1C#N)C(C2=CC=C(C=C2)C#N)N3C=NC=N3. Cell line: KM12. Synergy scores: CSS=16.9, Synergy_ZIP=-7.09, Synergy_Bliss=-6.32, Synergy_Loewe=-8.47, Synergy_HSA=-0.919. (3) Drug 1: C1=NC2=C(N1)C(=S)N=C(N2)N. Drug 2: CCC1(CC2CC(C3=C(CCN(C2)C1)C4=CC=CC=C4N3)(C5=C(C=C6C(=C5)C78CCN9C7C(C=CC9)(C(C(C8N6C)(C(=O)OC)O)OC(=O)C)CC)OC)C(=O)OC)O.OS(=O)(=O)O. Cell line: HCC-2998. Synergy scores: CSS=44.2, Synergy_ZIP=-1.33, Synergy_Bliss=0.633, Synergy_Loewe=-13.4, Synergy_HSA=2.52. (4) Drug 1: C1C(C(OC1N2C=NC3=C(N=C(N=C32)Cl)N)CO)O. Drug 2: CC12CCC3C(C1CCC2O)C(CC4=C3C=CC(=C4)O)CCCCCCCCCS(=O)CCCC(C(F)(F)F)(F)F. Cell line: NCI-H226. Synergy scores: CSS=-12.1, Synergy_ZIP=7.99, Synergy_Bliss=5.78, Synergy_Loewe=-9.73, Synergy_HSA=-9.60. (5) Drug 1: C1=CN(C=N1)CC(O)(P(=O)(O)O)P(=O)(O)O. Drug 2: CN1C2=C(C=C(C=C2)N(CCCl)CCCl)N=C1CCCC(=O)O.Cl. Cell line: NCI-H226. Synergy scores: CSS=0.498, Synergy_ZIP=0.405, Synergy_Bliss=1.34, Synergy_Loewe=-0.500, Synergy_HSA=-0.330. (6) Drug 1: COC1=NC(=NC2=C1N=CN2C3C(C(C(O3)CO)O)O)N. Drug 2: C1=NC2=C(N=C(N=C2N1C3C(C(C(O3)CO)O)F)Cl)N. Cell line: SK-MEL-28. Synergy scores: CSS=16.7, Synergy_ZIP=-2.37, Synergy_Bliss=2.48, Synergy_Loewe=-5.10, Synergy_HSA=2.60.